Task: Predict the product of the given reaction.. Dataset: Forward reaction prediction with 1.9M reactions from USPTO patents (1976-2016) (1) The product is: [CH2:1]([N:8]1[CH2:12][C@H:11]([CH2:13][C:14]2[CH:15]=[CH:16][CH:17]=[CH:18][CH:19]=2)[C@@H:23]([C:22]([OH:25])=[O:24])[CH2:9]1)[C:2]1[CH:7]=[CH:6][CH:5]=[CH:4][CH:3]=1. Given the reactants [CH2:1]([N:8]1[CH2:12][CH:11]([CH2:13][C:14]2[CH:19]=[CH:18][CH:17]=[CH:16][CH:15]=2)C(C#N)[CH2:9]1)[C:2]1[CH:7]=[CH:6][CH:5]=[CH:4][CH:3]=1.[C:22]([OH:25])(=[O:24])[CH3:23].Cl.C, predict the reaction product. (2) Given the reactants C[O:2][C:3](=[O:31])[C:4]1[CH:9]=[CH:8][CH:7]=[C:6]([C:10]2[N:11]([C:16]3[CH:21]=[C:20]([Cl:22])[CH:19]=[CH:18][C:17]=3[O:23][CH2:24][C:25]3[CH:30]=[CH:29][CH:28]=[CH:27][CH:26]=3)[C:12]([CH3:15])=[CH:13][CH:14]=2)[CH:5]=1, predict the reaction product. The product is: [CH2:24]([O:23][C:17]1[CH:18]=[CH:19][C:20]([Cl:22])=[CH:21][C:16]=1[N:11]1[C:12]([CH3:15])=[CH:13][CH:14]=[C:10]1[C:6]1[CH:5]=[C:4]([CH:9]=[CH:8][CH:7]=1)[C:3]([OH:31])=[O:2])[C:25]1[CH:26]=[CH:27][CH:28]=[CH:29][CH:30]=1. (3) Given the reactants [Cl:1][C:2]1[CH:3]=[C:4]2[C:13](=[C:14]3[C:19]=1[CH:18]=[CH:17][CH:16]=[N:15]3)[NH:12][S:11](=[O:21])(=[O:20])[C:10]1[C:5]2=[CH:6][C:7]([C:22]([OH:24])=O)=[CH:8][CH:9]=1.[CH3:25][N:26]1[CH2:31][CH2:30][NH:29][CH2:28][CH2:27]1.CCN=C=NCCCN(C)C.Cl.C1C=CC2N(O)N=NC=2C=1, predict the reaction product. The product is: [Cl:1][C:2]1[CH:3]=[C:4]2[C:13](=[C:14]3[C:19]=1[CH:18]=[CH:17][CH:16]=[N:15]3)[NH:12][S:11](=[O:20])(=[O:21])[C:10]1[C:5]2=[CH:6][C:7]([C:22]([N:29]2[CH2:30][CH2:31][N:26]([CH3:25])[CH2:27][CH2:28]2)=[O:24])=[CH:8][CH:9]=1. (4) Given the reactants Br[C:2]1[CH:3]=[C:4]([CH:7]=[CH:8][CH:9]=1)[C:5]#[N:6].[NH2:10][CH:11]1[CH2:16][CH2:15][N:14]([CH2:17][C:18]2[CH:23]=[CH:22][CH:21]=[CH:20][CH:19]=2)[CH2:13][CH2:12]1.C1C=CC(P(C2C(C3C(P(C4C=CC=CC=4)C4C=CC=CC=4)=CC=C4C=3C=CC=C4)=C3C(C=CC=C3)=CC=2)C2C=CC=CC=2)=CC=1.CC(C)([O-:73])C.[Na+].[CH:76]([N:79]([CH:89]([CH3:91])[CH3:90])[C:80](=[O:88])[C:81]1[CH:86]=[CH:85][C:84](Br)=[CH:83][CH:82]=1)([CH3:78])[CH3:77], predict the reaction product. The product is: [CH2:17]([N:14]1[CH2:15][CH2:16][CH:11]([N:10]([C:84]2[CH:85]=[CH:86][C:81]([C:80](=[O:88])[N:79]([CH:89]([CH3:91])[CH3:90])[CH:76]([CH3:78])[CH3:77])=[CH:82][CH:83]=2)[C:2]2[CH:3]=[C:4]([CH:7]=[CH:8][CH:9]=2)[C:5]([NH2:6])=[O:73])[CH2:12][CH2:13]1)[C:18]1[CH:23]=[CH:22][CH:21]=[CH:20][CH:19]=1. (5) Given the reactants CCN=C=NCCCN(C)C.Cl.[CH2:13]([C:15]1[CH:27]=[C:26]([C:28]2[N:32]=[C:31]([C:33]3[CH:38]=[C:37]([O:39][CH3:40])[N:36]=[C:35]([CH:41]([CH2:44][CH3:45])[CH2:42][CH3:43])[CH:34]=3)[O:30][N:29]=2)[CH:25]=[C:24]([CH3:46])[C:16]=1[O:17][CH2:18][C@@H:19]([OH:23])[CH2:20][NH:21][CH3:22])[CH3:14].[C:47]([OH:51])(=O)[CH2:48][OH:49].C1C=CC2N(O)N=NC=2C=1, predict the reaction product. The product is: [CH2:13]([C:15]1[CH:27]=[C:26]([C:28]2[N:32]=[C:31]([C:33]3[CH:38]=[C:37]([O:39][CH3:40])[N:36]=[C:35]([CH:41]([CH2:44][CH3:45])[CH2:42][CH3:43])[CH:34]=3)[O:30][N:29]=2)[CH:25]=[C:24]([CH3:46])[C:16]=1[O:17][CH2:18][C@@H:19]([OH:23])[CH2:20][N:21]([CH3:22])[C:47](=[O:51])[CH2:48][OH:49])[CH3:14]. (6) Given the reactants Cl[C:2]1[C:7]2[C:8]([I:11])=[N:9][NH:10][C:6]=2[CH:5]=[CH:4][N:3]=1.[CH2:12]([NH2:14])[CH3:13], predict the reaction product. The product is: [CH2:12]([NH:14][C:2]1[C:7]2[C:8]([I:11])=[N:9][NH:10][C:6]=2[CH:5]=[CH:4][N:3]=1)[CH3:13]. (7) Given the reactants C([Li])CCC.[CH3:6][C:7]1[N:8]([C:12]([C:25]2[CH:30]=[CH:29][CH:28]=[CH:27][CH:26]=2)([C:19]2[CH:24]=[CH:23][CH:22]=[CH:21][CH:20]=2)[C:13]2[CH:18]=[CH:17][CH:16]=[CH:15][CH:14]=2)[CH:9]=[CH:10][N:11]=1.[Cl:31][C:32]1[CH:39]=[CH:38][C:35]([CH:36]=[O:37])=[CH:34][CH:33]=1, predict the reaction product. The product is: [Cl:31][C:32]1[CH:39]=[CH:38][C:35]([CH:36]([OH:37])[CH2:6][C:7]2[N:8]([C:12]([C:13]3[CH:18]=[CH:17][CH:16]=[CH:15][CH:14]=3)([C:19]3[CH:20]=[CH:21][CH:22]=[CH:23][CH:24]=3)[C:25]3[CH:30]=[CH:29][CH:28]=[CH:27][CH:26]=3)[CH:9]=[CH:10][N:11]=2)=[CH:34][CH:33]=1.